Predict the reaction yield, written as a fraction of the theoretical maximum amount of product (1.0 means a 100% yield; for example, 0.34 means a 34% yield). From a dataset of Reaction yield outcomes from USPTO patents with 853,638 reactions. (1) The reactants are C(OC([NH:11][CH2:12][C:13]1[CH:14]=[C:15]([NH:19][C:20](=[O:59])[CH2:21][O:22][C:23]2[CH:28]=[CH:27][C:26]([CH:29]([NH:33][C:34]3[CH:35]=[C:36]4[C:41](=[CH:42][CH:43]=3)[C:40]([N:44]([C:52]([O:54][C:55]([CH3:58])([CH3:57])[CH3:56])=[O:53])[C:45]([O:47][C:48]([CH3:51])([CH3:50])[CH3:49])=[O:46])=[N:39][CH:38]=[CH:37]4)[C:30]([OH:32])=[O:31])=[CH:25][CH:24]=2)[CH:16]=[CH:17][CH:18]=1)=O)C1C=CC=CC=1. The catalyst is CO.[Pd]. The product is [NH2:11][CH2:12][C:13]1[CH:14]=[C:15]([NH:19][C:20](=[O:59])[CH2:21][O:22][C:23]2[CH:24]=[CH:25][C:26]([CH:29]([NH:33][C:34]3[CH:35]=[C:36]4[C:41](=[CH:42][CH:43]=3)[C:40]([N:44]([C:52]([O:54][C:55]([CH3:58])([CH3:57])[CH3:56])=[O:53])[C:45]([O:47][C:48]([CH3:49])([CH3:50])[CH3:51])=[O:46])=[N:39][CH:38]=[CH:37]4)[C:30]([OH:32])=[O:31])=[CH:27][CH:28]=2)[CH:16]=[CH:17][CH:18]=1. The yield is 0.680. (2) The yield is 0.790. The catalyst is C1COCC1. The product is [Cl:1][C:2]1[CH:7]=[CH:6][C:5]([C:19]([C:18]2[CH:17]=[N:16][C:15]([Cl:14])=[CH:26][CH:25]=2)=[O:20])=[CH:4][CH:3]=1. The reactants are [Cl:1][C:2]1[CH:7]=[CH:6][C:5](Br)=[CH:4][CH:3]=1.[Li]CCCC.[Cl:14][C:15]1[CH:26]=[CH:25][C:18]([C:19](N(OC)C)=[O:20])=[CH:17][N:16]=1. (3) The reactants are [F:1][C:2]1[CH:7]=[CH:6][C:5]([OH:8])=[CH:4][CH:3]=1.[OH-].[Na+].Br[CH2:12][CH:13]=[CH2:14]. The catalyst is C(Cl)Cl.[Br-].C([N+](CCCC)(CCCC)CCCC)CCC. The product is [CH2:14]([O:8][C:5]1[CH:6]=[CH:7][C:2]([F:1])=[CH:3][CH:4]=1)[CH:13]=[CH2:12]. The yield is 0.978.